Dataset: Reaction yield outcomes from USPTO patents with 853,638 reactions. Task: Predict the reaction yield, written as a fraction of the theoretical maximum amount of product (1.0 means a 100% yield; for example, 0.34 means a 34% yield). (1) The reactants are CC(C1C(OC)=C(C(C)(C)C)C=C(P(C2C=C(C(C)(C)C)C(OC)=C(C(C)(C)C)C=2)[C:18]2[CH:23]=[CH:22][C:21]3OCO[C:20]=3[C:19]=2[C:27]2C3OCOC=3C=[CH:29][C:28]=2P(C2C=C(C(C)(C)C)C(OC)=C(C(C)(C)C)C=2)C2C=C(C(C)(C)C)C(OC)=C(C(C)(C)C)C=2)C=1)(C)C.C(=[O:92])C1C=CC=CC=1.C([Si](OC)(OC)OC)=C.[F-].C([N+](CCCC)(CCCC)CCCC)CCC. The catalyst is CN(C=O)C.O.CO. The product is [C:19]1([CH:27]([OH:92])[CH:28]=[CH2:29])[CH:20]=[CH:21][CH:22]=[CH:23][CH:18]=1. The yield is 0.990. (2) The product is [CH3:18][O:19][C:20](=[O:32])[CH2:21][C@H:22]1[C:26]2[CH:27]=[CH:28][C:29]([O:1][C@H:2]3[C:10]4[C:5](=[C:6]([N:11]5[CH:16]=[CH:15][CH:14]=[CH:13][C:12]5=[O:17])[CH:7]=[CH:8][CH:9]=4)[CH2:4][CH2:3]3)=[CH:30][C:25]=2[O:24][CH2:23]1. No catalyst specified. The reactants are [OH:1][C@@H:2]1[C:10]2[C:5](=[C:6]([N:11]3[CH:16]=[CH:15][CH:14]=[CH:13][C:12]3=[O:17])[CH:7]=[CH:8][CH:9]=2)[CH2:4][CH2:3]1.[CH3:18][O:19][C:20](=[O:32])[CH2:21][C@H:22]1[C:26]2[CH:27]=[CH:28][C:29](O)=[CH:30][C:25]=2[O:24][CH2:23]1. The yield is 0.470. (3) The reactants are [CH2:1]([C@H:8]1[CH2:12][O:11][C:10](=[O:13])[NH:9]1)[C:2]1[CH:7]=[CH:6][CH:5]=[CH:4][CH:3]=1.[Li]CCCC.[F:19][C:20]1[CH:25]=[CH:24][C:23]([CH2:26][C:27](Cl)=[O:28])=[CH:22][CH:21]=1. The product is [CH2:1]([C@H:8]1[CH2:12][O:11][C:10](=[O:13])[N:9]1[C:27](=[O:28])[CH2:26][C:23]1[CH:24]=[CH:25][C:20]([F:19])=[CH:21][CH:22]=1)[C:2]1[CH:3]=[CH:4][CH:5]=[CH:6][CH:7]=1. The yield is 0.810. The catalyst is C1COCC1.